From a dataset of Forward reaction prediction with 1.9M reactions from USPTO patents (1976-2016). Predict the product of the given reaction. (1) Given the reactants [CH:1]1([OH:5])[CH2:4][CH2:3][CH2:2]1.[H-].[Na+].I[CH2:9][Sn:10]([CH2:19][CH2:20][CH2:21][CH3:22])([CH2:15][CH2:16][CH2:17][CH3:18])[CH2:11][CH2:12][CH2:13][CH3:14], predict the reaction product. The product is: [CH2:19]([Sn:10]([CH2:11][CH2:12][CH2:13][CH3:14])([CH2:15][CH2:16][CH2:17][CH3:18])[CH2:9][O:5][CH:1]1[CH2:4][CH2:3][CH2:2]1)[CH2:20][CH2:21][CH3:22]. (2) Given the reactants C([Si](C)(C)O[CH2:7][C:8]1[CH:13]=[CH:12][N:11]=[CH:10][CH:9]=1)(C)(C)C.C([N-]C(C)C)(C)C.[Li+].[F:24][C:25]1[CH:32]=[CH:31][C:28]([CH:29]=[O:30])=[CH:27][CH:26]=1.C1C[O:36]CC1, predict the reaction product. The product is: [F:24][C:25]1[CH:32]=[CH:31][C:28]([C:29]([OH:36])([OH:30])[CH2:7][C:8]2[CH:9]=[CH:10][N:11]=[CH:12][CH:13]=2)=[CH:27][CH:26]=1. (3) The product is: [CH2:16]([C:3]1[CH:4]=[C:5]([O:8][CH2:9][C:10]2[CH:15]=[CH:14][CH:13]=[CH:12][CH:11]=2)[CH:6]=[CH:7][C:2]=1[C:18]#[N:19])[CH3:17]. Given the reactants Br[C:2]1[CH:7]=[CH:6][C:5]([O:8][CH2:9][C:10]2[CH:15]=[CH:14][CH:13]=[CH:12][CH:11]=2)=[CH:4][C:3]=1[CH2:16][CH3:17].[C:18]([Zn]C#N)#[N:19], predict the reaction product. (4) Given the reactants C[Si](C)(C)[N-][Si](C)(C)C.[Li+].[F:11][C:12]1[CH:13]=[N:14][CH:15]=[CH:16][C:17]=1[CH3:18].[F:19][C:20]1[CH:30]=[CH:29][C:23]([C:24](OCC)=[O:25])=[CH:22][CH:21]=1.[Cl-].[NH4+], predict the reaction product. The product is: [F:19][C:20]1[CH:30]=[CH:29][C:23]([C:24](=[O:25])[CH2:18][C:17]2[CH:16]=[CH:15][N:14]=[CH:13][C:12]=2[F:11])=[CH:22][CH:21]=1. (5) The product is: [CH:1]1([C:7]([N:9]2[C:18]3[C:13](=[CH:14][CH:15]=[CH:16][CH:17]=3)[CH2:12][CH2:11][CH:10]2[CH2:19][N:31]2[CH2:30][CH2:29][N:28]([C:25]3[CH:26]=[CH:27][C:22]([F:21])=[CH:23][C:24]=3[O:34][CH3:35])[CH2:33][CH2:32]2)=[O:8])[CH2:2][CH2:3][CH2:4][CH2:5][CH2:6]1. Given the reactants [CH:1]1([C:7]([N:9]2[C:18]3[C:13](=[CH:14][CH:15]=[CH:16][CH:17]=3)[CH2:12][CH2:11][CH:10]2[CH:19]=O)=[O:8])[CH2:6][CH2:5][CH2:4][CH2:3][CH2:2]1.[F:21][C:22]1[CH:27]=[CH:26][C:25]([N:28]2[CH2:33][CH2:32][NH:31][CH2:30][CH2:29]2)=[C:24]([O:34][CH3:35])[CH:23]=1.C(O[BH-](OC(=O)C)OC(=O)C)(=O)C.[Na+].[OH-].[Na+], predict the reaction product. (6) Given the reactants [F:1][C:2]([F:20])([F:19])[C:3](O)=[CH:4][C:5]([C:7]1[CH:17]=[CH:16][C:10]2[O:11][CH2:12][C:13](=[O:15])[NH:14][C:9]=2[CH:8]=1)=O.[F:21][C:22]([F:32])([F:31])[C:23]1[CH:28]=[CH:27][C:26]([NH:29][NH2:30])=[CH:25][CH:24]=1, predict the reaction product. The product is: [F:1][C:2]([F:20])([F:19])[C:3]1[CH:4]=[C:5]([C:7]2[CH:17]=[CH:16][C:10]3[O:11][CH2:12][C:13](=[O:15])[NH:14][C:9]=3[CH:8]=2)[N:29]([C:26]2[CH:27]=[CH:28][C:23]([C:22]([F:21])([F:32])[F:31])=[CH:24][CH:25]=2)[N:30]=1.